Dataset: Experimentally validated miRNA-target interactions with 360,000+ pairs, plus equal number of negative samples. Task: Binary Classification. Given a miRNA mature sequence and a target amino acid sequence, predict their likelihood of interaction. (1) The miRNA is hsa-miR-219b-3p with sequence AGAAUUGCGUUUGGACAAUCAGU. The protein sequence of the target gene is MASSRVPQQLFLQGVAAVYLFAFASLYTQIPGLYGPEGILPARRTLRPQGKGLWQQLWETPTLLWEAPRLGLDTAQGLDLLTLLGTVLALGALLLNSLRHPFVYLLLWVAYRSAYQVGQVFLYFQWDSLLLETGFLAILVAPLRGPSKHKILQGRLAGALPHEDLPFWLVRWLLFRLMFASGVVKLTSRCPTWWGLTALTYHYETQCLPTPAAWFAHHLPVWLHKLSVVATFLIEIAVPPLFFAPIRRLRLTAFYAQALLQVLIIITGNYNFFNLLTLVLTTALLDDRHLSAEPGLRCHK.... Result: 0 (no interaction). (2) The miRNA is hsa-miR-497-5p with sequence CAGCAGCACACUGUGGUUUGU. The protein sequence of the target gene is MRPEGAGMELGGGEERLPEESRREHWQLLGNLKTTVEGLVSTNSPNVWSKYGGLERLCRDMQSILYHGLIRDQACRRQTDYWQFVKDIRWLSPHSALHVEKFISVHENDQSSADGASERAVAELWLQHSLQYHCLSAQLRPLLGDRQYIRKFYTDAAFLLSDAHVTAMLQCLEAVEQNNPRLLAQIDASMFARKHESPLLVTKSQSLTALPSSTYTPPNSYAQHSYFGSFSSLHQSVPNNGSERRSTSFPLSGPPRKPQESRGHVSPAEDQTIQAPPVSVSALARDSPLTPNEMSSSTLT.... Result: 1 (interaction). (3) The miRNA is mmu-miR-295-3p with sequence AAAGUGCUACUACUUUUGAGUCU. The protein sequence of the target gene is MESKALLLVVLGVWLQSLTAFRGGVAAADAGRDFSDIESKFALRTPEDTAEDTCHLIPGLADSVSNCHFNHSSKTFVVIHGWTVTGMYESWVPKLVAALYKREPDSNVIVVDWLYRAQQHYPVSAGYTKLVGNDVARFINWMEEEFNYPLDNVHLLGYSLGAHAAGVAGSLTNKKVNRITGLDPAGPNFEYAEAPSRLSPDDADFVDVLHTFTRGSPGRSIGIQKPVGHVDIYPNGGTFQPGCNIGEAIRVIAERGLGDVDQLVKCSHERSIHLFIDSLLNEENPSKAYRCNSKEAFEKG.... Result: 1 (interaction). (4) The miRNA is mmu-miR-3089-5p with sequence UGAGUUCAGGGACAGCGUGUCU. The protein sequence of the target gene is MYLGFWLSRLCRGLSRPIGKTMRPIWGSLSRNLALSSQRIPEFSSFVARTNTCGELRSSHLGQEVTLCGWIQYRRQNTFLVLRDCHGLVQILIPQDESAASVRRILCEAPVESVVRVSGTVISRPPGQENPKMPTGEIEIKVKTAELLNACKKLPFEIKDFVKKTEALRLQYRYLDLRSFQMQYNLRLRSQMVMKMREYLCNLHGFVDIETPTLFKRTPGGAKEFLVPSREPGKFYSLPQSPQQFKQLLMVGGLDRYFQVARCYRDEGSRPDRQPEFTQIDIEMSFVEQTGIQRLVEGLL.... Result: 1 (interaction). (5) The miRNA is hsa-miR-33a-3p with sequence CAAUGUUUCCACAGUGCAUCAC. The protein sequence of the target gene is MYGVCGCCGALRPRYKRLVDNIFPEDPEDGLVKTNMEKLTFYALSAPEKLDRIGAYLSERLIRDVGRHRYGYVCIAMEALDQLLMACHCQSINLFVESFLKMVAKLLESEKPNLQILGTNSFVKFANIEEDTPSYHRSYDFFVSRFSEMCHSSHDDLEIKTKIRMSGIKGLQGVVRKTVNDELQANIWDPQHMDKIVPSLLFNLQHVEEAESRSPSPLQAPEKEKESPAELAERCLRELLGRAAFGNIKNAIKPVLIHLDNHSLWEPKVFAIRCFKIIMYSIQPQHSHLVIQQLLGHLDA.... Result: 1 (interaction). (6) The miRNA is mmu-miR-463-3p with sequence UGAUAGACACCAUAUAAGGUAG. The protein sequence of the target gene is MATAKGIAIGIDLGTTYSCVGVFQHGKVEIIANDQGNRTTPSYVAFTDTERLIGDAAKNQVAMNPQNTVFDAKRLIGRKFNDPVVQADMKLWPFQVINEGGKPKVLVSYKGENKAFYPEEISSMVLTKLKETAEAFLGHPVTNAVITVPAYFNDSQRQATKDAGVIAGLNVLRIINEPTAAAIAYGLDKGGQGERHVLIFDLGGGTFDVSILTIDDGIFEVKATAGDTHLGGEDFDNRLVSHFVEEFKRKHKKDISQNKRAVRRLRTACERAKRTLSSSTQANLEIDSLYEGIDFYTSIT.... Result: 0 (no interaction). (7) The miRNA is hsa-miR-4762-5p with sequence CCAAAUCUUGAUCAGAAGCCU. The protein sequence of the target gene is MATSADSPSSPLGAEDLLSDSSEPPGLNQVSSEVTSQLYASLRLSRQAEATARAQLYLPSTSPPHEGLDGFAQELSRSLSVGLEKNLKKKDGSKHIFEMESVRGQLQTMLQTSRDTAYRDPLIPGAGSERREEDSFDSDSTATLLNTRPLQDLSPSSSAQALEELFPRYTSLRPGPPLNPPDFQGLRDALDSEHTRRKHCERHIQSLQTRVLELQQQLAVAVAADRKKDTMIEQLDKTLARVVEGWNRHEAERTEVLRGLQEEHQAAELTRSKQQETVTRLEQSLSEAMEALNREQESAR.... Result: 1 (interaction). (8) The miRNA is cfa-miR-421 with sequence AUCAACAGACAUUAAUUGGGCG. The protein sequence of the target gene is MDNKAMYLHTVSDRDNGSIFEEPFDGRSLSKLNLCEDGPCHKRRAGGCCTQLGSLSALKHAVLGLYLLVFLILVGIFILAVSRPRSSPDDLKALTRNVNRLNESLRDMQLRLLQAPLQADLTEQVWKVQDALQNQTDSLLALAGLVQRLEGTLWGLHAQAAQTEQAMALLRDRTGQQSDSAQLELYQLQVESNRSQLLLQRHAGLLDGLARRVGVLGEELADVGGALRGLNHSLSYDVALHSTWLQDLQVLVSNASADTRRMRLVHMDMEMQLKQELATLNVVTEDLRLKDWEHSIALRN.... Result: 0 (no interaction). (9) The protein sequence of the target gene is MSSAIERKSLDPSEEPVDEVLQIPPSLLTCGGCQQNIGDRYFLKAIDQYWHEDCLSCDLCGCRLGEVGRRLYYKLGRKLCRRDYLRLFGQDGLCASCDKRIRAYEMTMRVKDKVYHLECFKCAACQKHFCVGDRYLLINSDIVCEQDIYEWTKINGMI. Result: 0 (no interaction). The miRNA is cel-lin-4-5p with sequence UCCCUGAGACCUCAAGUGUGA. (10) The miRNA is hsa-miR-6750-5p with sequence CAGGGAACAGCUGGGUGAGCUGCU. The protein sequence of the target gene is MATSGDCPRSESQGEEPAECSEAGLLQEGVQPEEFVAIADYAATDETQLSFLRGEKILILRQTTADWWWGERAGCCGYIPANHVGKHVDEYDPEDTWQDEEYFGSYGTLKLHLEMLADQPRTTKYHSVILQNKESLTDKVILDVGCGTGIISLFCAHYARPRAVYAVEASEMAQHTGQLVLQNGFADIITVYQQKVEDVVLPEKVDVLVSEWMGTCLLFEFMIESILYARDAWLKEDGVIWPTMAALHLVPCSADKDYRSKVLFWDNAYEFNLSALKSLAVKEFFSKPKYNHILKPEDCL.... Result: 0 (no interaction).